This data is from Forward reaction prediction with 1.9M reactions from USPTO patents (1976-2016). The task is: Predict the product of the given reaction. Given the reactants Cl.[S:2]([N:12]1[C:16]2=[N:17][CH:18]=[C:19]([CH2:21][NH2:22])[N:20]=[C:15]2[CH:14]=[CH:13]1)([C:5]1[CH:11]=[CH:10][C:8]([CH3:9])=[CH:7][CH:6]=1)(=[O:4])=[O:3].[C:23]([O:27][C:28]([N:30]1[CH2:35][CH2:34][CH:33]([CH3:36])[CH:32]([C:37](O)=[O:38])[CH2:31]1)=[O:29])([CH3:26])([CH3:25])[CH3:24].CN(C(ON1N=NC2C=CC=NC1=2)=[N+](C)C)C.F[P-](F)(F)(F)(F)F.CCN(C(C)C)C(C)C, predict the reaction product. The product is: [CH3:36][CH:33]1[CH2:34][CH2:35][N:30]([C:28]([O:27][C:23]([CH3:25])([CH3:24])[CH3:26])=[O:29])[CH2:31][CH:32]1[C:37](=[O:38])[NH:22][CH2:21][C:19]1[N:20]=[C:15]2[CH:14]=[CH:13][N:12]([S:2]([C:5]3[CH:6]=[CH:7][C:8]([CH3:9])=[CH:10][CH:11]=3)(=[O:3])=[O:4])[C:16]2=[N:17][CH:18]=1.